From a dataset of Reaction yield outcomes from USPTO patents with 853,638 reactions. Predict the reaction yield, written as a fraction of the theoretical maximum amount of product (1.0 means a 100% yield; for example, 0.34 means a 34% yield). (1) The reactants are [Br:1][C:2]1[CH:13]=[CH:12][C:5]2[C:6](=[O:11])OC(=O)[NH:9][C:4]=2[CH:3]=1.[C:14](#[N:18])[CH2:15][C:16]#[N:17].C(N(CC)CC)C.Cl. The catalyst is CN(C)C=O.O. The product is [NH2:9][C:4]1[CH:3]=[C:2]([Br:1])[CH:13]=[CH:12][C:5]=1[C:6](=[C:15]([C:14]#[N:18])[C:16]#[N:17])[OH:11]. The yield is 0.890. (2) The reactants are [N:1]([CH:4]1[CH:9]=[C:8]([C:10]2[CH:15]=[CH:14][N:13]=[CH:12][C:11]=2[N+:16]([O-:18])=[O:17])[CH2:7][CH2:6][CH:5]1[OH:19])=[N+]=[N-].CP(C)C.C(=O)(O)[O-].[Na+].[CH3:29][C:30]([O:33][C:34](O[C:34]([O:33][C:30]([CH3:32])([CH3:31])[CH3:29])=[O:35])=[O:35])([CH3:32])[CH3:31]. The catalyst is N1C=CC=CC=1.[NH4+].[OH-].C1COCC1.C(OCC)(=O)C. The product is [OH:19][CH:5]1[CH:4]([NH:1][C:34](=[O:35])[O:33][C:30]([CH3:32])([CH3:31])[CH3:29])[CH:9]=[C:8]([C:10]2[CH:15]=[CH:14][N:13]=[CH:12][C:11]=2[N+:16]([O-:18])=[O:17])[CH2:7][CH2:6]1. The yield is 0.820. (3) The reactants are [CH3:1][N:2]1[CH:6]=[C:5]([C:7](Cl)=[O:8])[C:4]([C:10]([F:13])([F:12])[F:11])=[N:3]1.OC=[C:16]1[C:24]2[C:19](=[CH:20][C:21]([C:25]([C:27]3[CH:28]=[C:29]([NH:33]C(=O)C)[CH:30]=[CH:31][CH:32]=3)=[O:26])=[CH:22][CH:23]=2)[NH:18][C:17]1=[O:37]. The catalyst is C1COCC1. The product is [O:37]=[C:17]1[CH2:16][C:24]2[C:19](=[CH:20][C:21]([C:25]([C:27]3[CH:28]=[C:29]([NH:33][C:7]([C:5]4[C:4]([C:10]([F:13])([F:12])[F:11])=[N:3][N:2]([CH3:1])[CH:6]=4)=[O:8])[CH:30]=[CH:31][CH:32]=3)=[O:26])=[CH:22][CH:23]=2)[NH:18]1. The yield is 0.790. (4) The yield is 0.740. The reactants are IC1C=CC=CC=1S([O-])(=O)=O.[Na+].OOS([O-])=O.[K+].S([O-])([O-])(=O)=O.[Na+].[Na+].[CH2:26]([Si:28]([CH2:39][CH3:40])([CH2:37][CH3:38])[O:29][CH:30]1[CH2:35][CH2:34][CH:33]([OH:36])[CH2:32][CH2:31]1)[CH3:27]. The product is [CH2:37]([Si:28]([CH2:26][CH3:27])([CH2:39][CH3:40])[O:29][CH:30]1[CH2:35][CH2:34][C:33](=[O:36])[CH2:32][CH2:31]1)[CH3:38]. The catalyst is C(OCC)(=O)C. (5) The reactants are C1(P(=O)(C2C=CC=CC=2)C2C=CC=CC=2)C=CC=CC=1.FC(F)(F)S(OS(C(F)(F)F)(=O)=O)(=O)=O.C([S:43][C:44]([CH3:82])([CH2:59][NH:60][C:61]([C:63]1[NH:64][C:65]2[C:70]([CH:71]=1)=[CH:69][CH:68]=[CH:67][C:66]=2[N:72]([CH3:81])[S:73]([C:76]1[S:77][CH:78]=[CH:79][CH:80]=1)(=[O:75])=[O:74])=O)[CH2:45][N:46]1[CH2:51][CH2:50][N:49](C(OC(C)(C)C)=O)[CH2:48][CH2:47]1)C1C=CC=CC=1.C(=O)([O-])O.[Na+]. The catalyst is C(#N)C. The product is [CH3:81][N:72]([C:66]1[CH:67]=[CH:68][CH:69]=[C:70]2[C:65]=1[NH:64][C:63]([C:61]1[S:43][C:44]([CH3:82])([CH2:45][N:46]3[CH2:51][CH2:50][NH:49][CH2:48][CH2:47]3)[CH2:59][N:60]=1)=[CH:71]2)[S:73]([C:76]1[S:77][CH:78]=[CH:79][CH:80]=1)(=[O:75])=[O:74]. The yield is 0.450.